Predict the reaction yield, written as a fraction of the theoretical maximum amount of product (1.0 means a 100% yield; for example, 0.34 means a 34% yield). From a dataset of Reaction yield outcomes from USPTO patents with 853,638 reactions. (1) The reactants are [O:1]=[C:2]1[CH2:7][CH2:6][CH2:5][CH2:4][CH:3]1[NH:8][C:9](=[O:18])[O:10][CH2:11][C:12]1[CH:17]=[CH:16][CH:15]=[CH:14][CH:13]=1.C[Mg+].[Br-].[CH3:22]COCC. The catalyst is C1COCC1. The product is [OH:1][C@@:2]1([CH3:22])[CH2:7][CH2:6][CH2:5][CH2:4][C@@H:3]1[NH:8][C:9](=[O:18])[O:10][CH2:11][C:12]1[CH:13]=[CH:14][CH:15]=[CH:16][CH:17]=1. The yield is 0.880. (2) The reactants are C1(CBr)CC1.[Cl:6][C:7]1[CH:14]=[CH:13][C:10]([CH2:11]Cl)=[CH:9][CH:8]=1.[CH3:15][C:16]1[N:17]=[C:18]([N:26]2[CH2:30][CH2:29][NH:28][C:27]2=[O:31])[S:19][C:20]=1[C:21]([O:23][CH2:24][CH3:25])=[O:22]. No catalyst specified. The product is [Cl:6][C:7]1[CH:14]=[CH:13][C:10]([CH2:11][N:28]2[CH2:29][CH2:30][N:26]([C:18]3[S:19][C:20]([C:21]([O:23][CH2:24][CH3:25])=[O:22])=[C:16]([CH3:15])[N:17]=3)[C:27]2=[O:31])=[CH:9][CH:8]=1. The yield is 0.840. (3) The yield is 0.980. The product is [CH2:22]([O:24][C:25](=[O:35])[C:26]([CH3:34])([CH:28]1[CH2:33][CH2:32][N:31]([C:19](=[S:20])[NH2:18])[CH2:30][CH2:29]1)[CH3:27])[CH3:23]. The reactants are C1C2C(COC([N:18]=[C:19]=[S:20])=O)C3C(=CC=CC=3)C=2C=CC=1.Cl.[CH2:22]([O:24][C:25](=[O:35])[C:26]([CH3:34])([CH:28]1[CH2:33][CH2:32][NH:31][CH2:30][CH2:29]1)[CH3:27])[CH3:23].C(=O)([O-])O.[Na+].N1CCCCC1. The catalyst is C(Cl)(Cl)Cl.C(OCC)C. (4) The reactants are [CH3:1][O:2][C:3]1[CH:8]=[CH:7][C:6]([O:9][C:10]([F:13])([F:12])[F:11])=[CH:5][C:4]=1[CH2:14]O.S(Cl)(Cl)=O.C(=O)([O-])[O-].[K+].[K+].[N-:26]=[N+:27]=[N-:28].[Na+]. The catalyst is CN(C=O)C.O.CS(C)=O. The yield is 0.960. The product is [N:26]([CH2:14][C:4]1[CH:5]=[C:6]([O:9][C:10]([F:13])([F:12])[F:11])[CH:7]=[CH:8][C:3]=1[O:2][CH3:1])=[N+:27]=[N-:28]. (5) The reactants are [CH3:1]O.[N+:3]([C:6]1[CH:10]=[CH:9][NH:8][N:7]=1)([O-:5])=[O:4].[C:11]1(P([C:11]2[CH:16]=CC=[CH:13][CH:12]=2)[C:11]2[CH:16]=CC=[CH:13][CH:12]=2)[CH:16]=CC=[CH:13][CH:12]=1.N([C:38]([O:40][CH:41]([CH3:43])[CH3:42])=[O:39])=N[C:38]([O:40][CH:41]([CH3:43])[CH3:42])=[O:39]. The catalyst is O1CCCC1. The product is [N+:3]([C:6]1[CH:10]=[CH:9][N:8]([CH2:1][C:41]2([O:40][CH:38]3[CH2:13][CH2:12][CH2:11][CH2:16][O:39]3)[CH2:42][CH2:43]2)[N:7]=1)([O-:5])=[O:4]. The yield is 0.210.